From a dataset of Full USPTO retrosynthesis dataset with 1.9M reactions from patents (1976-2016). Predict the reactants needed to synthesize the given product. (1) Given the product [Br:1][C:2]1[C:6]2[CH:7]=[C:8]([C:11]([O:13][CH3:14])=[O:12])[CH:9]=[CH:10][C:5]=2[S:4][C:3]=1[C:15]#[N:19], predict the reactants needed to synthesize it. The reactants are: [Br:1][C:2]1[C:6]2[CH:7]=[C:8]([C:11]([O:13][CH3:14])=[O:12])[CH:9]=[CH:10][C:5]=2[S:4][C:3]=1[CH:15]=O.OCl.[NH4+:19].C([O-])=O.[Na+].C(O)=O. (2) Given the product [C:28]([O:27][C:26]([NH:25][C@H:22]1[CH2:23][CH2:24][N:20]([C:17]([CH:14]2[CH2:13][CH2:12][N:11]([C:9]([O:8][CH2:1][C:2]3[CH:3]=[CH:4][CH:5]=[CH:6][CH:7]=3)=[O:10])[CH2:16][CH2:15]2)=[O:19])[CH2:21]1)=[O:32])([CH3:31])([CH3:29])[CH3:30], predict the reactants needed to synthesize it. The reactants are: [CH2:1]([O:8][C:9]([N:11]1[CH2:16][CH2:15][CH:14]([C:17]([OH:19])=O)[CH2:13][CH2:12]1)=[O:10])[C:2]1[CH:7]=[CH:6][CH:5]=[CH:4][CH:3]=1.[NH:20]1[CH2:24][CH2:23][C@H:22]([NH:25][C:26](=[O:32])[O:27][C:28]([CH3:31])([CH3:30])[CH3:29])[CH2:21]1.F[P-](F)(F)(F)(F)F.N1(O[P+](N(C)C)(N(C)C)N(C)C)C2C=CC=CC=2N=N1.C(N(CC)CC)C. (3) Given the product [CH3:36][N:37]([CH3:44])[CH2:38]/[CH:39]=[CH:40]/[C:41]([NH:14][C:13]1[CH:15]=[CH:16][CH:17]=[C:11]([C:8]2[CH:9]=[C:10]3[C:2]([CH3:1])=[CH:3][NH:4][C:5]3=[N:6][CH:7]=2)[CH:12]=1)=[O:42], predict the reactants needed to synthesize it. The reactants are: [CH3:1][C:2]1[C:10]2[C:5](=[N:6][CH:7]=[C:8]([C:11]3[CH:12]=[C:13]([CH:15]=[CH:16][CH:17]=3)[NH2:14])[CH:9]=2)[NH:4][CH:3]=1.C(NCC)C.CCN=C=NCCCN(C)C.Cl.Cl.[CH3:36][N:37]([CH3:44])[CH2:38]/[CH:39]=[CH:40]/[C:41](O)=[O:42]. (4) Given the product [CH3:25][O:26][C:27](=[O:55])[C@H:28]([CH2:40][C:41]1[CH:42]=[CH:43][C:44]([C:15]2[C:16]([O:18][CH3:19])=[CH:17][C:12]([N:4]([CH2:1][CH:2]=[CH2:3])[C:5]([O:7][C:8]([CH3:11])([CH3:10])[CH3:9])=[O:6])=[CH:13][C:14]=2[O:23][CH3:24])=[CH:45][CH:46]=1)[NH:29][C:30](=[O:39])[C:31]1[C:32]([Cl:38])=[CH:33][CH:34]=[CH:35][C:36]=1[Cl:37], predict the reactants needed to synthesize it. The reactants are: [CH2:1]([N:4]([C:12]1[CH:17]=[C:16]([O:18][CH3:19])[C:15](B(O)O)=[C:14]([O:23][CH3:24])[CH:13]=1)[C:5]([O:7][C:8]([CH3:11])([CH3:10])[CH3:9])=[O:6])[CH:2]=[CH2:3].[CH3:25][O:26][C:27](=[O:55])[C@H:28]([CH2:40][C:41]1[CH:46]=[CH:45][C:44](OS(C(F)(F)F)(=O)=O)=[CH:43][CH:42]=1)[NH:29][C:30](=[O:39])[C:31]1[C:36]([Cl:37])=[CH:35][CH:34]=[CH:33][C:32]=1[Cl:38].